From a dataset of Forward reaction prediction with 1.9M reactions from USPTO patents (1976-2016). Predict the product of the given reaction. (1) Given the reactants C([O:3][C:4](=O)[CH2:5][O:6][C:7]1[CH:12]=[C:11]([Cl:13])[C:10]([Cl:14])=[CH:9][C:8]=1[N+:15]([O-])=O)C.CC#N.O.FC(F)(F)C(O)=O, predict the reaction product. The product is: [Cl:14][C:10]1[C:11]([Cl:13])=[CH:12][C:7]2[O:6][CH2:5][C:4](=[O:3])[NH:15][C:8]=2[CH:9]=1. (2) Given the reactants [Cl:1][C:2]1[CH:7]=[CH:6][C:5]([CH:8]([C:10]2[CH:15]=[CH:14][C:13]([F:16])=[CH:12][CH:11]=2)[OH:9])=[CH:4][C:3]=1[S:17]([NH2:20])(=[O:19])=[O:18].CC(C)=O.OS(O)(=O)=O.O=[Cr](=O)=O, predict the reaction product. The product is: [Cl:1][C:2]1[CH:7]=[CH:6][C:5]([C:8](=[O:9])[C:10]2[CH:11]=[CH:12][C:13]([F:16])=[CH:14][CH:15]=2)=[CH:4][C:3]=1[S:17]([NH2:20])(=[O:18])=[O:19]. (3) Given the reactants [CH2:1]([O:8][C:9]([N:11]1[CH2:15][C:14](=[O:16])[N:13]=[C:12]1[NH2:17])=[O:10])[C:2]1[CH:7]=[CH:6][CH:5]=[CH:4][CH:3]=1.[CH:18]1([C:21](Cl)=[O:22])[CH2:20][CH2:19]1.CCN(C(C)C)C(C)C, predict the reaction product. The product is: [CH2:1]([O:8][C:9]([N:11]1[CH2:15][C:14](=[O:16])[N:13]=[C:12]1[NH:17][C:21]([CH:18]1[CH2:20][CH2:19]1)=[O:22])=[O:10])[C:2]1[CH:7]=[CH:6][CH:5]=[CH:4][CH:3]=1. (4) Given the reactants [C:1]1(=[O:12])[O:7][C:5](=[O:6])[C:4]2=[CH:8][CH:9]=[CH:10][CH:11]=[C:3]2[CH2:2]1.[Cl:13][C:14]1[CH:19]=[CH:18][CH:17]=[CH:16][CH:15]=1, predict the reaction product. The product is: [Cl:13][C:14]1[CH:19]=[CH:18][C:17]([C:1](=[O:12])[CH2:2][C:3]2[CH:11]=[CH:10][CH:9]=[CH:8][C:4]=2[C:5]([OH:7])=[O:6])=[CH:16][CH:15]=1. (5) Given the reactants [CH:1]1([C:4]2[C:5]([N:25]([CH2:30][CH2:31][CH2:32][C:33]([NH:35][NH2:36])=[O:34])[S:26]([CH3:29])(=[O:28])=[O:27])=[CH:6][C:7]3[O:11][C:10]([C:12]4[CH:17]=[CH:16][C:15]([F:18])=[CH:14][CH:13]=4)=[C:9]([C:19]4[NH:20][CH:21]=[CH:22][N:23]=4)[C:8]=3[CH:24]=2)[CH2:3][CH2:2]1.[C:37](Cl)(Cl)=[O:38].C1(C)C=CC=CC=1, predict the reaction product. The product is: [CH:1]1([C:4]2[C:5]([N:25]([CH2:30][CH2:31][CH2:32][C:33]3[O:34][C:37](=[O:38])[NH:36][N:35]=3)[S:26]([CH3:29])(=[O:28])=[O:27])=[CH:6][C:7]3[O:11][C:10]([C:12]4[CH:17]=[CH:16][C:15]([F:18])=[CH:14][CH:13]=4)=[C:9]([C:19]4[NH:20][CH:21]=[CH:22][N:23]=4)[C:8]=3[CH:24]=2)[CH2:3][CH2:2]1. (6) Given the reactants [Br:1]N1C(=O)CCC1=O.N(C(C)(C)C#N)=NC(C)(C)C#N.[Si:21]([O:28][C:29]1[CH:34]=[CH:33][C:32]([C:35]2[N:39]([C:40]3[CH:45]=[CH:44][CH:43]=[CH:42][C:41]=3[Cl:46])[N:38]=[C:37]([C:47]([O:49][CH2:50][CH3:51])=[O:48])[C:36]=2[CH3:52])=[CH:31][CH:30]=1)([C:24]([CH3:27])([CH3:26])[CH3:25])([CH3:23])[CH3:22].O, predict the reaction product. The product is: [Br:1][CH2:52][C:36]1[C:37]([C:47]([O:49][CH2:50][CH3:51])=[O:48])=[N:38][N:39]([C:40]2[CH:45]=[CH:44][CH:43]=[CH:42][C:41]=2[Cl:46])[C:35]=1[C:32]1[CH:31]=[CH:30][C:29]([O:28][Si:21]([C:24]([CH3:27])([CH3:26])[CH3:25])([CH3:23])[CH3:22])=[CH:34][CH:33]=1.